From a dataset of Catalyst prediction with 721,799 reactions and 888 catalyst types from USPTO. Predict which catalyst facilitates the given reaction. (1) Reactant: [CH:1]1([C:6]([OH:8])=O)[CH2:5][CH2:4][CH2:3][CH2:2]1.CN(C(ON1N=NC2C=CC=CC1=2)=[N+](C)C)C.[B-](F)(F)(F)F.CCN(C(C)C)C(C)C.[C:40]([C:42]1[CH:43]=[C:44]([CH:64]=[CH:65][CH:66]=1)[C:45]([NH:47][C:48]1[CH:49]=[C:50]2[C:54](=[CH:55][CH:56]=1)[N:53]([CH3:57])[CH:52]=[C:51]2[CH:58]1[CH2:63][CH2:62][NH:61][CH2:60][CH2:59]1)=[O:46])#[N:41]. Product: [C:40]([C:42]1[CH:43]=[C:44]([CH:64]=[CH:65][CH:66]=1)[C:45]([NH:47][C:48]1[CH:49]=[C:50]2[C:54](=[CH:55][CH:56]=1)[N:53]([CH3:57])[CH:52]=[C:51]2[CH:58]1[CH2:63][CH2:62][N:61]([C:6]([CH:1]2[CH2:2][CH2:3][CH2:4][CH2:5]2)=[O:8])[CH2:60][CH2:59]1)=[O:46])#[N:41]. The catalyst class is: 3. (2) Reactant: [Si:1]([O:8][C@@H:9]1[C@H:13]([CH2:14][O:15][Si:16]([C:19]([CH3:22])([CH3:21])[CH3:20])([CH3:18])[CH3:17])[CH2:12][C@@H:11]([NH2:23])[CH2:10]1)([C:4]([CH3:7])([CH3:6])[CH3:5])([CH3:3])[CH3:2].[Cl:24][C:25]1[CH:30]=[C:29](Cl)[N:28]=[CH:27][N:26]=1.CCN(CC)CC. Product: [Si:1]([O:8][C@@H:9]1[C@H:13]([CH2:14][O:15][Si:16]([C:19]([CH3:22])([CH3:21])[CH3:20])([CH3:17])[CH3:18])[CH2:12][C@@H:11]([NH:23][C:29]2[CH:30]=[C:25]([Cl:24])[N:26]=[CH:27][N:28]=2)[CH2:10]1)([C:4]([CH3:7])([CH3:6])[CH3:5])([CH3:3])[CH3:2]. The catalyst class is: 14. (3) Reactant: [C:1]([O:5][CH2:6][CH2:7][CH2:8][CH2:9][CH2:10][CH2:11][O:12][C:13]1[CH:21]=[CH:20][C:16]([C:17]([OH:19])=[O:18])=[CH:15][CH:14]=1)(=[O:4])[CH:2]=[CH2:3].C([N:24]([CH2:27][CH3:28])CC)C.CO[CH2:31][CH2:32][O:33][CH3:34].CS(Cl)(=O)=O.[OH2:40]. Product: [C:1]([O:5][CH2:6][CH2:7][CH2:8][CH2:9][CH2:10][CH2:11][O:12][C:13]1[CH:14]=[CH:15][C:16]([C:17]([O:19][C:13]2[CH:21]=[CH:31][C:32]([O:33][C:34](=[O:40])[C:8]3[CH:9]=[CH:10][C:28]([C:27]#[N:24])=[CH:6][CH:7]=3)=[CH:15][CH:14]=2)=[O:18])=[CH:20][CH:21]=1)(=[O:4])[CH:2]=[CH2:3]. The catalyst class is: 277. (4) Reactant: [N+:1]([C:4]1[CH:24]=[CH:23][CH:22]=[CH:21][C:5]=1[CH2:6][NH:7][CH:8]1[CH2:13][CH2:12][N:11]([C:14]([O:16][C:17]([CH3:20])([CH3:19])[CH3:18])=[O:15])[CH2:10][CH2:9]1)([O-])=O.C1N=CN([C:30](N2C=NC=C2)=[O:31])C=1.C(Cl)Cl.CCOC(C)=O. The catalyst class is: 1. Product: [O:31]=[C:30]1[N:7]([CH:8]2[CH2:13][CH2:12][N:11]([C:14]([O:16][C:17]([CH3:20])([CH3:19])[CH3:18])=[O:15])[CH2:10][CH2:9]2)[CH2:6][C:5]2[C:4](=[CH:24][CH:23]=[CH:22][CH:21]=2)[NH:1]1.